This data is from Forward reaction prediction with 1.9M reactions from USPTO patents (1976-2016). The task is: Predict the product of the given reaction. (1) The product is: [CH:19]1([CH2:18][CH2:17][C@H:13]([NH:12][C:1](=[O:10])[C:2]2[CH:7]=[CH:6][CH:5]=[C:4]([O:8][CH3:9])[CH:3]=2)[C:14](=[O:16])[NH:28][CH2:27][CH2:25][N:35]2[C:36]3[C:32](=[CH:31][C:30]([F:29])=[CH:38][CH:37]=3)[CH2:33][CH2:34]2)[CH2:24][CH2:23][CH2:22][CH2:21][CH2:20]1. Given the reactants [C:1](Cl)(=[O:10])[C:2]1[CH:7]=[CH:6][CH:5]=[C:4]([O:8][CH3:9])[CH:3]=1.[NH2:12][C@@H:13]([CH2:17][CH2:18][CH:19]1[CH2:24][CH2:23][CH2:22][CH2:21][CH2:20]1)[C:14]([OH:16])=O.[CH2:25]([CH2:27][NH2:28])O.[F:29][C:30]1[CH:31]=[C:32]2[C:36](=[CH:37][CH:38]=1)[NH:35][CH2:34][CH2:33]2, predict the reaction product. (2) Given the reactants [OH:1]OS([O-])=O.[K+].[C:7]([C:11]1[N:15]([CH2:16][CH:17]2[CH2:22][CH2:21][CH:20]([F:23])[CH2:19][CH2:18]2)[C:14]2[CH:24]=[CH:25][C:26]([S:28]([N:31]3[CH:35]=[CH:34][C:33]([CH:36]=[O:37])=[CH:32]3)(=[O:30])=[O:29])=[CH:27][C:13]=2[N:12]=1)([CH3:10])([CH3:9])[CH3:8], predict the reaction product. The product is: [C:7]([C:11]1[N:15]([CH2:16][CH:17]2[CH2:22][CH2:21][CH:20]([F:23])[CH2:19][CH2:18]2)[C:14]2[CH:24]=[CH:25][C:26]([S:28]([N:31]3[CH:35]=[CH:34][C:33]([C:36]([OH:1])=[O:37])=[CH:32]3)(=[O:30])=[O:29])=[CH:27][C:13]=2[N:12]=1)([CH3:10])([CH3:8])[CH3:9].